Dataset: Peptide-MHC class II binding affinity with 134,281 pairs from IEDB. Task: Regression. Given a peptide amino acid sequence and an MHC pseudo amino acid sequence, predict their binding affinity value. This is MHC class II binding data. (1) The peptide sequence is PAEILRKSRRFAQALPVWAR. The MHC is DRB1_0404 with pseudo-sequence DRB1_0404. The binding affinity (normalized) is 0.356. (2) The peptide sequence is PYLGYCALLPLLTEE. The MHC is DRB1_0701 with pseudo-sequence DRB1_0701. The binding affinity (normalized) is 0.411. (3) The peptide sequence is IPTAFKIGKTYTPEE. The MHC is DRB1_1501 with pseudo-sequence DRB1_1501. The binding affinity (normalized) is 0.208. (4) The peptide sequence is IEGITLLNAKFFHMN. The MHC is DRB1_1602 with pseudo-sequence DRB1_1602. The binding affinity (normalized) is 0.326. (5) The peptide sequence is KRVSNVIIHGLHLYG. The MHC is HLA-DQA10401-DQB10402 with pseudo-sequence HLA-DQA10401-DQB10402. The binding affinity (normalized) is 0.207. (6) The binding affinity (normalized) is 0.899. The MHC is DRB1_0101 with pseudo-sequence DRB1_0101. The peptide sequence is IGFIVPGLPGTVLRA. (7) The binding affinity (normalized) is 0.401. The MHC is DRB1_0101 with pseudo-sequence DRB1_0101. The peptide sequence is TMASYQAVSTAAVAA. (8) The peptide sequence is AVKPAAEEVKVIPAG. The MHC is HLA-DPA10103-DPB10401 with pseudo-sequence HLA-DPA10103-DPB10401. The binding affinity (normalized) is 0. (9) The peptide sequence is EKKYFPATQFEPLAA. The MHC is DRB1_0101 with pseudo-sequence DRB1_0101. The binding affinity (normalized) is 0.567.